From a dataset of Reaction yield outcomes from USPTO patents with 853,638 reactions. Predict the reaction yield, written as a fraction of the theoretical maximum amount of product (1.0 means a 100% yield; for example, 0.34 means a 34% yield). (1) The reactants are [N+:1]([C:4]1[CH:18]=[CH:17][C:7]([CH2:8][P:9](=[O:16])([O:13][CH2:14][CH3:15])[O:10][CH2:11][CH3:12])=[CH:6][CH:5]=1)([O-])=O.[NH4+].[Cl-]. The catalyst is C(O)C.O.[Fe]. The product is [NH2:1][C:4]1[CH:5]=[CH:6][C:7]([CH2:8][P:9](=[O:16])([O:10][CH2:11][CH3:12])[O:13][CH2:14][CH3:15])=[CH:17][CH:18]=1. The yield is 0.560. (2) The reactants are [N:1]1([C:10]2[C:15]([Cl:16])=[CH:14][N:13]=[C:12]([NH:17][C@H:18]3[CH2:23][CH2:22][C@H:21]([C:24]([OH:26])=O)[CH2:20][CH2:19]3)[N:11]=2)[C:5]2[CH:6]=[CH:7][CH:8]=[CH:9][C:4]=2[N:3]=[N:2]1.[CH2:27]([NH2:29])[CH3:28].F[P-](F)(F)(F)(F)F.N1(O[P+](N(C)C)(N(C)C)N(C)C)C2C=CC=CC=2N=N1.CCN(C(C)C)C(C)C. The catalyst is C1COCC1. The product is [CH2:27]([NH:29][C:24]([C@H:21]1[CH2:22][CH2:23][C@H:18]([NH:17][C:12]2[N:11]=[C:10]([N:1]3[C:5]4[CH:6]=[CH:7][CH:8]=[CH:9][C:4]=4[N:3]=[N:2]3)[C:15]([Cl:16])=[CH:14][N:13]=2)[CH2:19][CH2:20]1)=[O:26])[CH3:28]. The yield is 1.00. (3) The yield is 0.500. The catalyst is O. The reactants are Cl[CH2:2][C:3]1[C:4]([C:13]2[CH:18]=[CH:17][CH:16]=[CH:15][CH:14]=2)=[N:5][N:6]2[CH:11]=[C:10]([CH3:12])[CH:9]=[N:8][C:7]=12.[F:19][C:20]([F:28])=[CH:21][CH:22]1[CH2:26][NH:25][C:24](=[O:27])[CH2:23]1.CN(C=O)C.[H-].[Na+]. The product is [F:19][C:20]([F:28])=[CH:21][CH:22]1[CH2:26][N:25]([CH2:2][C:3]2[C:4]([C:13]3[CH:18]=[CH:17][CH:16]=[CH:15][CH:14]=3)=[N:5][N:6]3[CH:11]=[C:10]([CH3:12])[CH:9]=[N:8][C:7]=23)[C:24](=[O:27])[CH2:23]1. (4) The yield is 0.650. The reactants are Cl[CH2:2][C:3]1[N:12]([C:13]2[CH:18]=[CH:17][CH:16]=[CH:15][C:14]=2[Cl:19])[C:11](=[O:20])[C:10]2[C:5](=[CH:6][C:7]([O:23][CH3:24])=[C:8]([O:21][CH3:22])[CH:9]=2)[N:4]=1.O.[SH:26][C:27]1[N:35]=[CH:34][N:33]=[C:32]2[C:28]=1[NH:29][CH:30]=[N:31]2.C([O-])([O-])=O.[K+].[K+]. The product is [Cl:19][C:14]1[CH:15]=[CH:16][CH:17]=[CH:18][C:13]=1[N:12]1[C:11](=[O:20])[C:10]2[C:5](=[CH:6][C:7]([O:23][CH3:24])=[C:8]([O:21][CH3:22])[CH:9]=2)[N:4]=[C:3]1[CH2:2][S:26][C:27]1[N:35]=[CH:34][N:33]=[C:32]2[C:28]=1[N:29]=[CH:30][NH:31]2. The catalyst is CN(C=O)C. (5) The reactants are C([O:3][C:4](=[O:26])[CH2:5][CH:6]1[O:10][B:9]([OH:11])[C:8]2[CH:12]=[C:13]([O:17][C:18]3[CH:23]=[N:22][C:21]([C:24]#[N:25])=[CH:20][N:19]=3)[CH:14]=[C:15]([CH3:16])[C:7]1=2)C.[Li+].C[Si]([N-][Si](C)(C)C)(C)C. The catalyst is C1COCC1. The product is [C:24]([C:21]1[N:22]=[CH:23][C:18]([O:17][C:13]2[CH:14]=[C:15]([CH3:16])[C:7]3[CH:6]([CH2:5][C:4]([OH:26])=[O:3])[O:10][B:9]([OH:11])[C:8]=3[CH:12]=2)=[N:19][CH:20]=1)#[N:25]. The yield is 0.360. (6) The reactants are [N+:1]([C:4]1[CH:5]=[C:6]([CH:8]=[CH:9][CH:10]=1)[NH2:7])([O-:3])=[O:2].[N:11]([O-])=O.[Na+].[Cl:15][Sn]Cl.O. The catalyst is O.Cl. The product is [ClH:15].[N+:1]([C:4]1[CH:5]=[C:6]([NH:7][NH2:11])[CH:8]=[CH:9][CH:10]=1)([O-:3])=[O:2]. The yield is 0.730. (7) The reactants are C[O:2][CH2:3][CH2:4][NH:5][C:6]1[N:11]=[CH:10][C:9]([CH:12]([CH3:17])[C:13]([O:15][CH3:16])=[O:14])=[CH:8][CH:7]=1.B(Br)(Br)Br.C([O-])(O)=O.[Na+]. The catalyst is ClCCl.O. The product is [OH:2][CH2:3][CH2:4][NH:5][C:6]1[N:11]=[CH:10][C:9]([CH:12]([CH3:17])[C:13]([O:15][CH3:16])=[O:14])=[CH:8][CH:7]=1. The yield is 0.210. (8) The reactants are [CH3:1][C:2]1([CH3:15])[C:14]2[CH:9]3[NH:10][C:11](=[O:13])[CH2:12][CH:8]3[CH2:7][C:6]=2[CH2:5][CH2:4][CH2:3]1.[C:16](O[C:16]([O:18][C:19]([CH3:22])([CH3:21])[CH3:20])=[O:17])([O:18][C:19]([CH3:22])([CH3:21])[CH3:20])=[O:17].CCN(CC)CC. The catalyst is ClCCl. The product is [CH3:1][C:2]1([CH3:15])[C:14]2[CH:9]3[N:10]([C:16]([O:18][C:19]([CH3:22])([CH3:21])[CH3:20])=[O:17])[C:11](=[O:13])[CH2:12][CH:8]3[CH2:7][C:6]=2[CH2:5][CH2:4][CH2:3]1. The yield is 0.550.